Dataset: Catalyst prediction with 721,799 reactions and 888 catalyst types from USPTO. Task: Predict which catalyst facilitates the given reaction. (1) Reactant: Br[C:2]1[C:15]2[C:16]3=[C:17]4[C:12](=[CH:13][CH:14]=2)[CH:11]=[CH:10][C:9](Br)=[C:8]4[CH:7]=[CH:6][C:5]3=[CH:4][CH:3]=1.[C:19]1(B(O)O)[CH:24]=[CH:23][CH:22]=[CH:21][CH:20]=1.C(=O)([O-])[O-].[Na+].[Na+].[C:34]1(C)[CH:39]=[CH:38][CH:37]=[CH:36][CH:35]=1. Product: [C:19]1([C:2]2[C:15]3[C:16]4=[C:17]5[C:12](=[CH:13][CH:14]=3)[CH:11]=[CH:10][C:9]([C:34]3[CH:39]=[CH:38][CH:37]=[CH:36][CH:35]=3)=[C:8]5[CH:7]=[CH:6][C:5]4=[CH:4][CH:3]=2)[CH:24]=[CH:23][CH:22]=[CH:21][CH:20]=1. The catalyst class is: 6. (2) Reactant: [CH2:1]([O:4][C@@H:5]1[CH2:10][O:9][C:8]([CH3:12])([CH3:11])[O:7][C@H:6]1[CH:13]=[CH2:14])C=C. Product: [CH3:12][C:8]1([CH3:11])[O:7][C@@H:6]2[CH:13]=[CH:14][CH2:1][O:4][C@H:5]2[CH2:10][O:9]1. The catalyst class is: 2.